The task is: Predict the product of the given reaction.. This data is from Forward reaction prediction with 1.9M reactions from USPTO patents (1976-2016). The product is: [C:51]1([C:45]2[CH:44]=[CH:43][C:42]3[C:47](=[N:48][CH:49]=[CH:50][C:41]=3[C:2]3[C:10]4[C:5](=[N:6][CH:7]=[CH:8][CH:9]=4)[NH:4][CH:3]=3)[N:46]=2)[CH:56]=[CH:55][CH:54]=[CH:53][CH:52]=1. Given the reactants I[C:2]1[C:10]2[C:5](=[N:6][CH:7]=[CH:8][CH:9]=2)[N:4](C(OC(C)(C)C)=O)[CH:3]=1.C(N(CC)CC)C.CC1(C)C(C)(C)OBO1.C(=O)([O-])[O-].[Na+].[Na+].Cl[C:41]1[CH:50]=[CH:49][N:48]=[C:47]2[C:42]=1[CH:43]=[CH:44][C:45]([C:51]1[CH:56]=[CH:55][CH:54]=[CH:53][CH:52]=1)=[N:46]2, predict the reaction product.